The task is: Predict which catalyst facilitates the given reaction.. This data is from Catalyst prediction with 721,799 reactions and 888 catalyst types from USPTO. (1) Reactant: [Cl:1][C:2]1[CH:7]=[CH:6][C:5]([C:8]2[N:13]=[CH:12][N:11]3[C:14](=[O:17])[NH:15][N:16]=[C:10]3[C:9]=2[C:18]2[CH:23]=[CH:22][CH:21]=[CH:20][CH:19]=2)=[CH:4][CH:3]=1.ClC1C=CC(C2N=CN=C(NNC(OC(Cl)(Cl)Cl)=O)C=2C2C=CC=CC=2)=CC=1.Br[CH2:53][C:54]1[CH:59]=[CH:58][C:57]([C:60]2[O:64][N:63]=[CH:62][CH:61]=2)=[CH:56][CH:55]=1.C([O-])([O-])=O.[K+].[K+]. Product: [O:64]1[C:60]([C:57]2[CH:58]=[CH:59][C:54]([CH2:53][N:15]3[C:14](=[O:17])[N:11]4[CH:12]=[N:13][C:8]([C:5]5[CH:4]=[CH:3][C:2]([Cl:1])=[CH:7][CH:6]=5)=[C:9]([C:18]5[CH:23]=[CH:22][CH:21]=[CH:20][CH:19]=5)[C:10]4=[N:16]3)=[CH:55][CH:56]=2)=[CH:61][CH:62]=[N:63]1. The catalyst class is: 21. (2) Reactant: [OH:1][C:2]1[CH:7]=[CH:6][C:5]([C:8]2([C:11]([OH:13])=O)[CH2:10][CH2:9]2)=[CH:4][CH:3]=1.[NH:14]1[CH2:18][CH2:17][C@@:16]2([C:22]3[CH:23]=[CH:24][CH:25]=[CH:26][C:21]=3[C:20](=[O:27])[O:19]2)[CH2:15]1.[CH3:28][C:29]1(C)[C@@H]2CC[C@@:30]1([CH2:37]S(O)(=O)=O)[C:31](=O)[CH2:32]2.F[P-](F)(F)(F)(F)F.[N:50]1(O[P+](N(C)C)(N(C)C)N(C)C)C2C=CC=CC=2N=N1.C(N(CC)C(C)C)(C)C. Product: [N:50]1[CH:32]=[CH:31][C:30]([CH2:37][O:1][C:2]2[CH:3]=[CH:4][C:5]([C:8]3([C:11]([N:14]4[CH2:18][CH2:17][C@@:16]5([C:22]6[CH:23]=[CH:24][CH:25]=[CH:26][C:21]=6[C:20](=[O:27])[O:19]5)[CH2:15]4)=[O:13])[CH2:9][CH2:10]3)=[CH:6][CH:7]=2)=[CH:29][CH:28]=1. The catalyst class is: 2.